This data is from Forward reaction prediction with 1.9M reactions from USPTO patents (1976-2016). The task is: Predict the product of the given reaction. (1) Given the reactants [Br:1][CH2:2][CH2:3][CH2:4][CH2:5][CH2:6][CH2:7][CH2:8][CH2:9][CH2:10][CH2:11][CH2:12][CH2:13][OH:14].[N].[C:16](Cl)(=[O:23])[C:17]1[CH:22]=[CH:21][CH:20]=[CH:19][CH:18]=1, predict the reaction product. The product is: [C:16]([O:14][CH2:13][CH2:12][CH2:11][CH2:10][CH2:9][CH2:8][CH2:7][CH2:6][CH2:5][CH2:4][CH2:3][CH2:2][Br:1])(=[O:23])[C:17]1[CH:22]=[CH:21][CH:20]=[CH:19][CH:18]=1. (2) The product is: [I-:1].[CH3:2][N+:5]1[CH:6]=[CH:7][N:3]([C:8]2[C:13]3[O:14][C:15]4[C:20]([C:12]=3[CH:11]=[CH:10][CH:9]=2)=[CH:19][CH:18]=[C:17]([CH3:21])[N:16]=4)[CH:4]=1. Given the reactants [I:1][CH3:2].[N:3]1([C:8]2[C:13]3[O:14][C:15]4[C:20]([C:12]=3[CH:11]=[CH:10][CH:9]=2)=[CH:19][CH:18]=[C:17]([CH3:21])[N:16]=4)[CH:7]=[CH:6][N:5]=[CH:4]1, predict the reaction product. (3) Given the reactants [CH:1]1([O:6][C:7]([NH:9][C:10]2[CH:11]=[C:12]3[C:16](=[CH:17][CH:18]=2)[N:15]([CH3:19])[CH:14]=[C:13]3[CH2:20][C:21]2[CH:29]=[CH:28][C:24]([C:25]([OH:27])=O)=[CH:23][C:22]=2[O:30][CH3:31])=[O:8])[CH2:5][CH2:4][CH2:3][CH2:2]1.[C:32]1([CH3:42])[C:33]([S:38]([NH2:41])(=[O:40])=[O:39])=[CH:34][CH:35]=[CH:36][CH:37]=1.Cl, predict the reaction product. The product is: [CH3:42][C:32]1[CH:37]=[CH:36][CH:35]=[CH:34][C:33]=1[S:38]([NH:41][C:25]([C:24]1[CH:28]=[CH:29][C:21]([CH2:20][C:13]2[C:12]3[CH:11]=[C:10]([NH:9][C:7]([O:6][CH:1]4[CH2:5][CH2:4][CH2:3][CH2:2]4)=[O:8])[CH:18]=[CH:17][C:16]=3[N:15]([CH3:19])[CH:14]=2)=[C:22]([O:30][CH3:31])[CH:23]=1)=[O:27])(=[O:40])=[O:39].[CH2:1]([O-:6])[CH3:2].